This data is from Forward reaction prediction with 1.9M reactions from USPTO patents (1976-2016). The task is: Predict the product of the given reaction. The product is: [CH2:24]([N:26]1[CH2:31][CH2:30][N:29]([CH2:12][C:11]2[CH:10]=[CH:9][C:4]([C:5]([O:7][CH3:8])=[O:6])=[CH:3][C:2]=2[CH3:1])[CH2:28][CH2:27]1)[CH3:25]. Given the reactants [CH3:1][C:2]1[CH:3]=[C:4]([CH:9]=[CH:10][C:11]=1[CH2:12]OS(C)(=O)=O)[C:5]([O:7][CH3:8])=[O:6].C([O-])([O-])=O.[K+].[K+].[CH2:24]([N:26]1[CH2:31][CH2:30][NH:29][CH2:28][CH2:27]1)[CH3:25], predict the reaction product.